Dataset: Forward reaction prediction with 1.9M reactions from USPTO patents (1976-2016). Task: Predict the product of the given reaction. (1) The product is: [Cl:6][C:7]1[CH:8]=[C:9]([C@@H:13]2[C@@H:18]([C:19]3[CH:20]=[CH:21][C:22]([Cl:25])=[CH:23][CH:24]=3)[N:17]([C@@H:26]([CH2:35][CH3:36])[CH2:27][N:28]3[CH2:32][CH2:31][CH2:30][S:29]3(=[O:34])=[O:33])[C:16](=[O:37])[C@@:15]([CH2:38][C:39]3[CH:44]=[CH:43][CH:42]=[C:41]([O:45][CH3:46])[N:40]=3)([CH3:1])[CH2:14]2)[CH:10]=[CH:11][CH:12]=1. Given the reactants [CH:1]([Li])(CC)C.[Cl:6][C:7]1[CH:8]=[C:9]([C@@H:13]2[C@@H:18]([C:19]3[CH:24]=[CH:23][C:22]([Cl:25])=[CH:21][CH:20]=3)[N:17]([C@@H:26]([CH2:35][CH3:36])[CH2:27][N:28]3[CH2:32][CH2:31][CH2:30][S:29]3(=[O:34])=[O:33])[C:16](=[O:37])[C@H:15]([CH2:38][C:39]3[CH:44]=[CH:43][CH:42]=[C:41]([O:45][CH3:46])[N:40]=3)[CH2:14]2)[CH:10]=[CH:11][CH:12]=1.IC.C(=O)(O)[O-].[Na+], predict the reaction product. (2) Given the reactants S(=O)(=O)(O)O.N[C:7]1[CH:8]=[CH:9][C:10]([CH3:17])=[C:11]([CH:16]=1)[C:12]([O:14][CH3:15])=[O:13].N([O-])=[O:19].[Na+], predict the reaction product. The product is: [OH:19][C:7]1[CH:8]=[CH:9][C:10]([CH3:17])=[C:11]([CH:16]=1)[C:12]([O:14][CH3:15])=[O:13]. (3) Given the reactants O1C2C=CC(CN[C:12]3[C:21]4[C:20]([CH3:22])=[N:19][CH:18]=[N:17][C:16]=4[N:15]([O:23]CC4C=CC=CC=4)[C:14](=[O:31])[CH:13]=3)=CC=2OC1.CO.[H][H], predict the reaction product. The product is: [OH:23][N:15]1[C:16]2[N:17]=[CH:18][N:19]=[C:20]([CH3:22])[C:21]=2[CH:12]=[CH:13][C:14]1=[O:31].